Dataset: Forward reaction prediction with 1.9M reactions from USPTO patents (1976-2016). Task: Predict the product of the given reaction. (1) Given the reactants [CH2:1]([O:5][C:6]([N:8]1[CH2:13][CH2:12][N:11]([C:14](=[O:35])[CH2:15][NH:16][C:17]([C:19]2[CH:23]=[C:22]([O:24][CH2:25][C:26](O)=[O:27])[N:21]([C:29]3[CH:34]=[CH:33][CH:32]=[CH:31][CH:30]=3)[N:20]=2)=[O:18])[CH2:10][CH2:9]1)=[O:7])[CH2:2][CH2:3][CH3:4].CN(C(ON1N=NC2C=CC=NC1=2)=[N+](C)C)C.F[P-](F)(F)(F)(F)F.CCN(C(C)C)C(C)C.[NH:69]1[CH2:73][CH2:72][CH2:71][C@H:70]1[C:74]1[NH:78][N:77]=[N:76][N:75]=1, predict the reaction product. The product is: [CH2:1]([O:5][C:6]([N:8]1[CH2:9][CH2:10][N:11]([C:14](=[O:35])[CH2:15][NH:16][C:17]([C:19]2[CH:23]=[C:22]([O:24][CH2:25][C:26](=[O:27])[N:69]3[CH2:73][CH2:72][CH2:71][C@H:70]3[C:74]3[NH:78][N:77]=[N:76][N:75]=3)[N:21]([C:29]3[CH:34]=[CH:33][CH:32]=[CH:31][CH:30]=3)[N:20]=2)=[O:18])[CH2:12][CH2:13]1)=[O:7])[CH2:2][CH2:3][CH3:4]. (2) Given the reactants [CH3:1][N:2]([C:38]1[CH:43]=[CH:42][CH:41]=[CH:40][CH:39]=1)[NH:3][C:4]([C:6]1[S:37][C:9]2[N:10](C(OC(C)(C)C)=O)[N:11]=[C:12]([NH:13][C:14](=[O:29])[C:15]3[CH:20]=[CH:19][C:18]([CH2:21][N:22]4[CH2:27][CH2:26][N:25]([CH3:28])[CH2:24][CH2:23]4)=[CH:17][CH:16]=3)[C:8]=2[CH:7]=1)=[O:5], predict the reaction product. The product is: [CH3:1][N:2]([C:38]1[CH:43]=[CH:42][CH:41]=[CH:40][CH:39]=1)[NH:3][C:4]([C:6]1[S:37][C:9]2[NH:10][N:11]=[C:12]([NH:13][C:14](=[O:29])[C:15]3[CH:16]=[CH:17][C:18]([CH2:21][N:22]4[CH2:23][CH2:24][N:25]([CH3:28])[CH2:26][CH2:27]4)=[CH:19][CH:20]=3)[C:8]=2[CH:7]=1)=[O:5]. (3) Given the reactants [N:1]1([C:6]2([CH2:9][OH:10])[CH2:8][CH2:7]2)[CH:5]=[CH:4][N:3]=[CH:2]1.I(C1C=CC=CC=1C(O)=O)(=O)=O, predict the reaction product. The product is: [N:1]1([C:6]2([CH:9]=[O:10])[CH2:8][CH2:7]2)[CH:5]=[CH:4][N:3]=[CH:2]1. (4) Given the reactants [NH2:1][C:2]1[CH:11]=[C:10]2[C:5]([CH2:6][CH2:7][NH:8][C:9]2=[O:12])=[CH:4][CH:3]=1.Cl.[N:14]([O-])=O.[Na+].O.O.Cl[Sn]Cl, predict the reaction product. The product is: [NH:1]([C:2]1[CH:11]=[C:10]2[C:5]([CH2:6][CH2:7][NH:8][C:9]2=[O:12])=[CH:4][CH:3]=1)[NH2:14]. (5) Given the reactants [CH2:1]([O:3][C:4](=[O:21])[CH2:5][N:6]1[CH:10]=[C:9]([S:11]CC2C=CC(OC)=CC=2)[CH:8]=[N:7]1)[CH3:2], predict the reaction product. The product is: [CH2:1]([O:3][C:4](=[O:21])[CH2:5][N:6]1[CH:10]=[C:9]([S:11][S:11][C:9]2[CH:8]=[N:7][N:6]([CH2:5][C:4]([O:3][CH2:1][CH3:2])=[O:21])[CH:10]=2)[CH:8]=[N:7]1)[CH3:2]. (6) Given the reactants [CH:1]1([N:6]2[CH2:12][C:11]([F:14])([F:13])[C:10](=[O:15])[N:9]([CH3:16])[C:8]3[CH:17]=[N:18][C:19]([NH:21][C:22]4[CH:30]=[CH:29][C:25]([C:26](O)=[O:27])=[CH:24][C:23]=4[O:31][CH3:32])=[N:20][C:7]2=3)[CH2:5][CH2:4][CH2:3][CH2:2]1.[CH:33]1([NH:39][CH2:40][CH2:41][CH2:42][NH2:43])[CH2:38][CH2:37][CH2:36][CH2:35][CH2:34]1.F[P-](F)(F)(F)(F)F.CN(C(N(C)C)=[N+]1C2C(=NC=CC=2)[N+]([O-])=N1)C.C(N(C(C)C)CC)(C)C, predict the reaction product. The product is: [CH:33]1([NH:39][CH2:40][CH2:41][CH2:42][NH:43][C:26](=[O:27])[C:25]2[CH:29]=[CH:30][C:22]([NH:21][C:19]3[N:18]=[CH:17][C:8]4[N:9]([CH3:16])[C:10](=[O:15])[C:11]([F:14])([F:13])[CH2:12][N:6]([CH:1]5[CH2:5][CH2:4][CH2:3][CH2:2]5)[C:7]=4[N:20]=3)=[C:23]([O:31][CH3:32])[CH:24]=2)[CH2:38][CH2:37][CH2:36][CH2:35][CH2:34]1.